This data is from Catalyst prediction with 721,799 reactions and 888 catalyst types from USPTO. The task is: Predict which catalyst facilitates the given reaction. (1) Reactant: N#N.[CH3:3][C:4]([CH3:22])([O:6][C@H:7]1[C@@:15]2([CH3:16])[C@@H:10]([CH2:11][C:12]([OH:21])=[C:13]([C:17]([O:19][CH3:20])=[O:18])[CH2:14]2)[CH2:9][CH2:8]1)[CH3:5].[CH2:23]=[CH:24][C:25](=[O:31])[CH2:26][CH2:27][CH2:28][CH:29]=[CH2:30]. Product: [CH3:5][C:4]([CH3:22])([O:6][C@H:7]1[C@@:15]2([CH3:16])[C@@H:10]([CH2:11][C:12](=[O:21])[C:13]([CH2:23][CH2:24][C:25](=[O:31])[CH2:26][CH2:27][CH2:28][CH:29]=[CH2:30])([C:17]([O:19][CH3:20])=[O:18])[CH2:14]2)[CH2:9][CH2:8]1)[CH3:3]. The catalyst class is: 2. (2) Reactant: [C:1]1([C:7]2[N:8]=[C:9]3[C:15]4[CH:16]=[CH:17][CH:18]=[CH:19][C:14]=4[NH:13][C:12]4[N:20]=[CH:21][CH:22]=[CH:23][C:11]=4[N:10]3[C:24]=2[C:25]2[CH:30]=[CH:29][C:28]([C:31]3([NH:34]C(=O)OC(C)(C)C)[CH2:33][CH2:32]3)=[CH:27][CH:26]=2)[CH:6]=[CH:5][CH:4]=[CH:3][CH:2]=1.FC(F)(F)C(O)=O. Product: [C:1]1([C:7]2[N:8]=[C:9]3[C:15]4[CH:16]=[CH:17][CH:18]=[CH:19][C:14]=4[NH:13][C:12]4[N:20]=[CH:21][CH:22]=[CH:23][C:11]=4[N:10]3[C:24]=2[C:25]2[CH:26]=[CH:27][C:28]([C:31]3([NH2:34])[CH2:32][CH2:33]3)=[CH:29][CH:30]=2)[CH:2]=[CH:3][CH:4]=[CH:5][CH:6]=1. The catalyst class is: 4. (3) Reactant: Cl.[C:2]1([S:8]([C:11]2[CH:23]=[CH:22][C:14]3[O:15][C@@H:16]([CH2:19][NH:20][CH3:21])[CH2:17][O:18][C:13]=3[CH:12]=2)(=[O:10])=[O:9])[CH:7]=[CH:6][CH:5]=[CH:4][CH:3]=1. Product: [C:2]1([S:8]([C:11]2[CH:23]=[CH:22][C:14]3[O:15][C@H:16]([CH2:19][NH:20][CH3:21])[CH2:17][O:18][C:13]=3[CH:12]=2)(=[O:10])=[O:9])[CH:3]=[CH:4][CH:5]=[CH:6][CH:7]=1. The catalyst class is: 5. (4) Reactant: C([S:4][CH2:5][CH2:6][N:7]([CH2:22][CH2:23][C:24]1[CH:29]=[CH:28][CH:27]=[CH:26][CH:25]=1)[C:8](=[O:21])[NH:9][C@@H:10]([CH3:20])[C:11]([N:13]1[CH2:18][CH2:17][N:16]([CH3:19])[CH2:15][CH2:14]1)=[O:12])(=O)C.[OH-].[Na+].C(O)(=O)CC(CC(O)=O)(C(O)=O)O. Product: [SH:4][CH2:5][CH2:6][N:7]([CH2:22][CH2:23][C:24]1[CH:25]=[CH:26][CH:27]=[CH:28][CH:29]=1)[C:8](=[O:21])[NH:9][C@@H:10]([CH3:20])[C:11]([N:13]1[CH2:14][CH2:15][N:16]([CH3:19])[CH2:17][CH2:18]1)=[O:12]. The catalyst class is: 5. (5) Reactant: [CH3:1][C@@H:2]1[NH:13][C:12](=[O:14])[C@H:11]([CH2:15][C:16]([O:18][C:19]([CH3:22])([CH3:21])[CH3:20])=[O:17])[CH2:10][CH:9]=[CH:8][CH2:7][CH2:6][C:5](=[O:23])[O:4][C@@H:3]1[C:24]1[CH:29]=[CH:28][CH:27]=[CH:26][CH:25]=1.I[CH3:31].[H-].[Na+]. Product: [CH3:1][C@@H:2]1[N:13]([CH3:31])[C:12](=[O:14])[C@H:11]([CH2:15][C:16]([O:18][C:19]([CH3:22])([CH3:21])[CH3:20])=[O:17])[CH2:10][CH:9]=[CH:8][CH2:7][CH2:6][C:5](=[O:23])[O:4][C@@H:3]1[C:24]1[CH:25]=[CH:26][CH:27]=[CH:28][CH:29]=1. The catalyst class is: 39.